Dataset: Reaction yield outcomes from USPTO patents with 853,638 reactions. Task: Predict the reaction yield, written as a fraction of the theoretical maximum amount of product (1.0 means a 100% yield; for example, 0.34 means a 34% yield). (1) The reactants are [CH:1]1([C:4]2[C:13]3[C:8](=[CH:9][CH:10]=[CH:11][CH:12]=3)[C:7]([N+:14]([O-])=O)=[CH:6][CH:5]=2)[CH2:3][CH2:2]1. The catalyst is C(O)C.[Pd]. The product is [NH2:14][C:7]1[C:8]2[C:13](=[CH:12][CH:11]=[CH:10][CH:9]=2)[C:4]([CH:1]2[CH2:3][CH2:2]2)=[CH:5][CH:6]=1. The yield is 0.730. (2) The reactants are [O-]P([O-])([O-])=O.[K+].[K+].[K+].[CH3:9][C@@H:10]([NH2:17])[C:11]1[CH:16]=[CH:15][CH:14]=[CH:13][CH:12]=1.I[C:19]1[CH:24]=[CH:23][CH:22]=[CH:21][CH:20]=1.C(O)CO. The catalyst is [Cu]I.CCCCCC.C(OCC)(=O)C.CC(O)C. The product is [C:19]1([NH:17][C@H:10]([CH3:9])[C:11]2[CH:16]=[CH:15][CH:14]=[CH:13][CH:12]=2)[CH:24]=[CH:23][CH:22]=[CH:21][CH:20]=1. The yield is 0.760. (3) The reactants are [C:1]([C:9]1[S:13][C:12]([NH:14]C(=O)OC(C)(C)C)=[N:11][C:10]=1[C:22]1[O:23][CH:24]=[CH:25][CH:26]=1)(=[O:8])[C:2]1[CH:7]=[CH:6][CH:5]=[CH:4][CH:3]=1. The catalyst is FC(F)(F)C(O)=O. The product is [C:2]1([C:1]([C:9]2[S:13][C:12]([NH2:14])=[N:11][C:10]=2[C:22]2[O:23][CH:24]=[CH:25][CH:26]=2)=[O:8])[CH:3]=[CH:4][CH:5]=[CH:6][CH:7]=1. The yield is 0.970. (4) The reactants are Br[C:2]1[CH:3]=[C:4]2[O:10][C:9]([NH:11][C:12]([O:14][C:15]([CH3:18])([CH3:17])[CH3:16])=[O:13])=[C:8]([C:19]([O:21][CH2:22][CH3:23])=[O:20])[C:5]2=[N:6][CH:7]=1.[O:24]1[CH2:28][CH2:27][C:26](B2OC(C)(C)C(C)(C)O2)=[CH:25]1.C(=O)([O-])[O-].[K+].[K+]. The catalyst is O1CCOCC1.C1C=CC(P(C2C=CC=CC=2)[C-]2C=CC=C2)=CC=1.C1C=CC(P(C2C=CC=CC=2)[C-]2C=CC=C2)=CC=1.Cl[Pd]Cl.[Fe+2]. The product is [C:15]([O:14][C:12]([NH:11][C:9]1[O:10][C:4]2[C:5](=[N:6][CH:7]=[C:2]([C:26]3[CH2:27][CH2:28][O:24][CH:25]=3)[CH:3]=2)[C:8]=1[C:19]([O:21][CH2:22][CH3:23])=[O:20])=[O:13])([CH3:18])([CH3:17])[CH3:16]. The yield is 1.00. (5) The reactants are [CH2:1]([O:8][C:9]1[CH:15]=[C:14]([Br:16])[CH:13]=[C:12]([N+:17]([O-:19])=[O:18])[C:10]=1[NH2:11])[C:2]1[CH:7]=[CH:6][CH:5]=[CH:4][CH:3]=1.[C:20](OC(=O)C)(=[O:22])[CH3:21].O. The catalyst is C(O)(=O)C.S(=O)(=O)(O)O. The product is [CH2:1]([O:8][C:9]1[CH:15]=[C:14]([Br:16])[CH:13]=[C:12]([N+:17]([O-:19])=[O:18])[C:10]=1[NH:11][C:20](=[O:22])[CH3:21])[C:2]1[CH:7]=[CH:6][CH:5]=[CH:4][CH:3]=1. The yield is 0.830. (6) The reactants are [CH3:1][O:2][C:3]1[N:4]=[N:5][C:6]([S:9][C:10]2[NH:11][C:12]3[C:17]([CH:18]=2)=[CH:16][CH:15]=[CH:14][CH:13]=3)=[CH:7][CH:8]=1.[Cl:19]N1C(=O)CCC1=O. The catalyst is CO. The product is [CH3:1][O:2][C:3]1[N:4]=[N:5][C:6]([S:9][C:10]2[NH:11][C:12]3[C:17]([C:18]=2[Cl:19])=[CH:16][CH:15]=[CH:14][CH:13]=3)=[CH:7][CH:8]=1. The yield is 0.400. (7) The product is [Br:2][C:3]1[CH:4]=[C:5]([CH2:9][C:10]([CH3:14])([CH3:13])[CH2:11][NH:12][C:24](=[O:25])[C:23]([F:30])([F:29])[F:22])[CH:6]=[CH:7][CH:8]=1. The yield is 0.580. The catalyst is C1COCC1. The reactants are Cl.[Br:2][C:3]1[CH:4]=[C:5]([CH2:9][C:10]([CH3:14])([CH3:13])[CH2:11][NH2:12])[CH:6]=[CH:7][CH:8]=1.CCN(CC)CC.[F:22][C:23]([F:30])([F:29])[C:24](OCC)=[O:25]. (8) The reactants are [N+:1]([C:4]1[CH:10]=[CH:9][C:7]([NH2:8])=[CH:6][CH:5]=1)([O-:3])=[O:2].[Br:11]Br. The catalyst is CC(O)=O. The product is [Br:11][C:9]1[CH:10]=[C:4]([N+:1]([O-:3])=[O:2])[CH:5]=[CH:6][C:7]=1[NH2:8]. The yield is 0.720. (9) The reactants are [O:1]=[C:2]([N:20]1[CH2:24][CH2:23][CH2:22][CH2:21]1)[C@@H:3]([NH:6][CH2:7][C:8]1[CH:13]=[CH:12][N:11]=[C:10]2[NH:14][CH:15]=[C:16]([C:17](O)=[O:18])[C:9]=12)[CH2:4][CH3:5].CN(C(ON1N=NC2C=CC=NC1=2)=[N+](C)C)C.F[P-](F)(F)(F)(F)F.CN1CCOCC1. The catalyst is CN(C)C=O. The product is [O:1]=[C:2]([N:20]1[CH2:24][CH2:23][CH2:22][CH2:21]1)[C@H:3]([N:6]1[C:17](=[O:18])[C:16]2=[CH:15][NH:14][C:10]3[C:9]2=[C:8]([CH:13]=[CH:12][N:11]=3)[CH2:7]1)[CH2:4][CH3:5]. The yield is 0.195.